This data is from Catalyst prediction with 721,799 reactions and 888 catalyst types from USPTO. The task is: Predict which catalyst facilitates the given reaction. (1) Reactant: [CH:1]1([N:5]2[CH2:10][CH2:9][CH:8]([O:11][C:12]3[CH:17]=[CH:16][C:15]([C:18]4[CH2:19][CH2:20][N:21](C(OCC5C=CC=CC=5)=O)[CH2:22][CH:23]=4)=[CH:14][CH:13]=3)[CH2:7][CH2:6]2)[CH2:4][CH2:3][CH2:2]1. Product: [CH:1]1([N:5]2[CH2:10][CH2:9][CH:8]([O:11][C:12]3[CH:13]=[CH:14][C:15]([CH:18]4[CH2:23][CH2:22][NH:21][CH2:20][CH2:19]4)=[CH:16][CH:17]=3)[CH2:7][CH2:6]2)[CH2:4][CH2:3][CH2:2]1. The catalyst class is: 29. (2) Reactant: [Br:1][C:2]1[C:3]([CH3:8])=[N:4][NH:5][C:6]=1[CH3:7].Br[CH2:10][C:11]([NH:13][CH:14]([CH3:16])[CH3:15])=[O:12].C([O-])([O-])=O.[K+].[K+]. Product: [Br:1][C:2]1[C:3]([CH3:8])=[N:4][N:5]([CH2:10][C:11]([NH:13][CH:14]([CH3:16])[CH3:15])=[O:12])[C:6]=1[CH3:7]. The catalyst class is: 10. (3) Reactant: [CH2:1]([N:3]1[C:7]2=[N:8][C:9]([CH2:32][CH3:33])=[C:10]([CH2:19][NH:20][C:21]([C:23]3[CH:24]=[C:25]([CH:29]=[CH:30][CH:31]=3)[C:26]([OH:28])=O)=[O:22])[C:11]([NH:12][CH:13]3[CH2:18][CH2:17][O:16][CH2:15][CH2:14]3)=[C:6]2[CH:5]=[N:4]1)[CH3:2].[Br:34][C:35]1[CH:36]=[C:37]([CH2:43]N)[CH:38]=[C:39]([O:41][CH3:42])[CH:40]=1.C[N:46](C(ON1N=NC2C=CC=CC1=2)=[N+](C)C)C.F[P-](F)(F)(F)(F)F.CCN(CC)CC. Product: [Br:34][C:35]1[CH:36]=[C:37]([CH2:43][N:20]([CH2:19][C:10]2[C:11]([NH:12][CH:13]3[CH2:18][CH2:17][O:16][CH2:15][CH2:14]3)=[C:6]3[CH:5]=[N:4][N:3]([CH2:1][CH3:2])[C:7]3=[N:8][C:9]=2[CH2:32][CH3:33])[C:21]([C:23]2[CH:31]=[CH:30][CH:29]=[C:25]([C:26]([NH2:46])=[O:28])[CH:24]=2)=[O:22])[CH:38]=[C:39]([O:41][CH3:42])[CH:40]=1. The catalyst class is: 2. (4) Reactant: [CH3:1][C:2]1[CH:3]=[C:4]([CH:8]=[CH:9][C:10]=1[C:11]([N:13]1[CH2:17][CH2:16][CH2:15][CH2:14]1)=[O:12])[C:5]([OH:7])=O.CN(C(ON1N=NC2C=CC=CC1=2)=[N+](C)C)C.[B-](F)(F)(F)F.C(N(C(C)C)CC)(C)C.[Cl:49][C:50]1[CH:67]=[CH:66][C:53]2[NH:54][C:55]([C@@H:57]([NH2:65])[CH2:58][CH2:59][C:60]3[NH:64][N:63]=[N:62][N:61]=3)=[N:56][C:52]=2[CH:51]=1.ClCCl.C(O)C.N.ClCl. Product: [Cl:49][C:50]1[CH:67]=[CH:66][C:53]2[NH:54][C:55]([C@@H:57]([NH:65][C:5](=[O:7])[C:4]3[CH:8]=[CH:9][C:10]([C:11]([N:13]4[CH2:17][CH2:16][CH2:15][CH2:14]4)=[O:12])=[C:2]([CH3:1])[CH:3]=3)[CH2:58][CH2:59][C:60]3[NH:64][N:63]=[N:62][N:61]=3)=[N:56][C:52]=2[CH:51]=1. The catalyst class is: 7. (5) Reactant: [H-].[Na+].O=C1C(NC(=O)[C@@H]([N:15]([CH3:23])[C:16](=[O:22])[O:17][C:18]([CH3:21])([CH3:20])C)C)CSC2C=CC=CC=2N1.C(Br)C1C=CC=CC=1.CN(C=[O:41])C. Product: [O:41]=[CH:21][CH:18]([O:17][C:16](=[O:22])[NH:15][CH3:23])[CH3:20]. The catalyst class is: 33. (6) Reactant: Cl[C:2]1[C:7]([Cl:8])=[CH:6][CH:5]=[CH:4][N:3]=1.C[Sn](C)(C)[C:11]1[CH:16]=[CH:15][C:14]([CH3:17])=[CH:13][CH:12]=1. Product: [Cl:8][C:7]1[C:2]([C:11]2[CH:16]=[CH:15][C:14]([CH3:17])=[CH:13][CH:12]=2)=[N:3][CH:4]=[CH:5][CH:6]=1. The catalyst class is: 109. (7) Reactant: [F:1][C:2]1[CH:19]=[C:18]([F:20])[CH:17]=[CH:16][C:3]=1[C:4]([CH:6]1C(=O)O[C:9](C)([CH3:13])[O:8][C:7]1=[O:15])=[O:5]. Product: [F:1][C:2]1[CH:19]=[C:18]([F:20])[CH:17]=[CH:16][C:3]=1[C:4](=[O:5])[CH2:6][C:7]([O:8][CH2:9][CH3:13])=[O:15]. The catalyst class is: 8.